The task is: Predict the reactants needed to synthesize the given product.. This data is from Full USPTO retrosynthesis dataset with 1.9M reactions from patents (1976-2016). (1) Given the product [CH3:44][CH:32]([C:33]([O:35][CH3:36])=[O:34])[C@@H:31]([C:37]([O:39][C:40]([CH3:43])([CH3:42])[CH3:41])=[O:38])[NH:30][C:17]1([C:11]2[CH:16]=[CH:15][CH:14]=[CH:13][CH:12]=2)[C:29]2[CH:28]=[CH:27][CH:26]=[CH:25][C:24]=2[C:23]2[C:18]1=[CH:19][CH:20]=[CH:21][CH:22]=2, predict the reactants needed to synthesize it. The reactants are: C[Si]([N-][Si](C)(C)C)(C)C.[K+].[C:11]1([C:17]2([NH:30][C@H:31]([C:37]([O:39][C:40]([CH3:43])([CH3:42])[CH3:41])=[O:38])[CH2:32][C:33]([O:35][CH3:36])=[O:34])[C:29]3[CH:28]=[CH:27][CH:26]=[CH:25][C:24]=3[C:23]3[C:18]2=[CH:19][CH:20]=[CH:21][CH:22]=3)[CH:16]=[CH:15][CH:14]=[CH:13][CH:12]=1.[CH3:44]I.[NH4+].[Cl-]. (2) Given the product [CH3:25][N:26]([CH3:27])[C:2]1[CH:3]=[C:4]([N:8]2[CH:12]=[C:11]([C:13]#[C:14][C:15]3[CH:16]=[C:17]([CH:20]=[CH:21][CH:22]=3)[C:18]#[N:19])[N:10]=[C:9]2[CH3:23])[CH:5]=[N:6][CH:7]=1, predict the reactants needed to synthesize it. The reactants are: F[C:2]1[CH:3]=[C:4]([N:8]2[CH:12]=[C:11]([C:13]#[C:14][C:15]3[CH:16]=[C:17]([CH:20]=[CH:21][CH:22]=3)[C:18]#[N:19])[N:10]=[C:9]2[CH3:23])[CH:5]=[N:6][CH:7]=1.Cl.[CH3:25][NH:26][CH3:27]. (3) Given the product [CH3:4][C:2]([Si:5]([CH3:27])([CH3:26])[O:6][C@H:7]1[CH2:8][C@@H:9]([CH2:23][OH:24])[CH2:10][N:11]([C:13]([O:15][CH2:16][C:17]2[CH:18]=[CH:19][CH:20]=[CH:21][CH:22]=2)=[O:14])[CH2:12]1)([CH3:1])[CH3:3], predict the reactants needed to synthesize it. The reactants are: [CH3:1][C:2]([Si:5]([CH3:27])([CH3:26])[O:6][C@H:7]1[CH2:12][N:11]([C:13]([O:15][CH2:16][C:17]2[CH:22]=[CH:21][CH:20]=[CH:19][CH:18]=2)=[O:14])[CH2:10][C@@H:9]([C:23](O)=[O:24])[CH2:8]1)([CH3:4])[CH3:3].B.C1COCC1. (4) Given the product [N:1]1[CH:6]=[CH:5][C:4]([N:7]2[CH2:12][CH2:11][CH:10]([CH2:13][OH:14])[CH2:9][CH2:8]2)=[N:3][CH:2]=1, predict the reactants needed to synthesize it. The reactants are: [N:1]1[CH:6]=[CH:5][C:4]([N:7]2[CH2:12][CH2:11][CH:10]([C:13](OCC)=[O:14])[CH2:9][CH2:8]2)=[N:3][CH:2]=1.[BH4-].[Na+]. (5) Given the product [CH3:1][O:2][C:3]1[CH:4]=[CH:5][C:6]([C:9]2[O:13][N:12]=[CH:11][C:10]=2[C:14]([N:17]2[CH2:21][CH2:20][CH2:19][CH2:18]2)=[O:16])=[CH:7][CH:8]=1, predict the reactants needed to synthesize it. The reactants are: [CH3:1][O:2][C:3]1[CH:8]=[CH:7][C:6]([C:9]2[O:13][N:12]=[CH:11][C:10]=2[C:14]([OH:16])=O)=[CH:5][CH:4]=1.[NH:17]1[CH2:21][CH2:20][CH2:19][CH2:18]1.